From a dataset of Forward reaction prediction with 1.9M reactions from USPTO patents (1976-2016). Predict the product of the given reaction. The product is: [CH3:14][CH:15]([CH3:33])[CH2:16][CH2:17][NH:18][C:19]([C:21]1[N:22]=[N:23][C:24]([N:27]2[CH2:32][CH2:31][N:30]([C:7](=[O:9])[C:6]3[CH:10]=[CH:11][CH:12]=[CH:13][C:5]=3[S:2]([CH3:1])(=[O:3])=[O:4])[CH2:29][CH2:28]2)=[CH:25][CH:26]=1)=[O:20]. Given the reactants [CH3:1][S:2]([C:5]1[CH:13]=[CH:12][CH:11]=[CH:10][C:6]=1[C:7]([OH:9])=O)(=[O:4])=[O:3].[CH3:14][CH:15]([CH3:33])[CH2:16][CH2:17][NH:18][C:19]([C:21]1[N:22]=[N:23][C:24]([N:27]2[CH2:32][CH2:31][NH:30][CH2:29][CH2:28]2)=[CH:25][CH:26]=1)=[O:20], predict the reaction product.